Predict the reaction yield, written as a fraction of the theoretical maximum amount of product (1.0 means a 100% yield; for example, 0.34 means a 34% yield). From a dataset of Reaction yield outcomes from USPTO patents with 853,638 reactions. (1) The reactants are [NH2:1][CH2:2][CH:3]([C:5]1[S:9][C:8]2[CH:10]=[CH:11][CH:12]=[CH:13][C:7]=2[CH:6]=1)[OH:4].[NH2:14][C:15]1[C:23]2[C:18](=[N:19][C:20]([N:27]3[CH2:32][CH2:31][C:30](=O)[CH2:29][CH2:28]3)=[CH:21][C:22]=2[CH2:24][CH2:25][CH3:26])[S:17][C:16]=1[C:34]([NH2:36])=[O:35].[BH4-].C(O)(=O)C. The catalyst is C1COCC1.CO. The product is [NH2:14][C:15]1[C:23]2[C:18](=[N:19][C:20]([N:27]3[CH2:28][CH2:29][CH:30]([NH:1][CH2:2][CH:3]([C:5]4[S:9][C:8]5[CH:10]=[CH:11][CH:12]=[CH:13][C:7]=5[CH:6]=4)[OH:4])[CH2:31][CH2:32]3)=[CH:21][C:22]=2[CH2:24][CH2:25][CH3:26])[S:17][C:16]=1[C:34]([NH2:36])=[O:35]. The yield is 0.279. (2) The reactants are [NH2:1][C:2]1[CH:7]=[CH:6][C:5]([C:8]([NH:10][S:11]([C:14]2[S:15][C:16]([Cl:19])=[CH:17][CH:18]=2)(=[O:13])=[O:12])=[O:9])=[CH:4][CH:3]=1.[N:20]([C:23]1[CH:32]=[CH:31][CH:30]=[CH:29][C:24]=1[C:25](OC)=[O:26])=[C:21]=[O:22].C1CCN2C(=NCCC2)CC1. The catalyst is C1COCC1. The product is [O:22]=[C:21]1[N:1]([C:2]2[CH:7]=[CH:6][C:5]([C:8]([NH:10][S:11]([C:14]3[S:15][C:16]([Cl:19])=[CH:17][CH:18]=3)(=[O:13])=[O:12])=[O:9])=[CH:4][CH:3]=2)[C:25](=[O:26])[C:24]2[C:23](=[CH:32][CH:31]=[CH:30][CH:29]=2)[NH:20]1. The yield is 0.340. (3) The reactants are [Cl:1][C:2]1[CH:3]=[CH:4][C:5]([O:10][CH3:11])=[C:6]([CH:9]=1)[C:7]#[N:8].[CH2:12]([OH:14])[CH3:13].Cl. The catalyst is C(Cl)Cl. The product is [ClH:1].[Cl:1][C:2]1[CH:3]=[CH:4][C:5]([O:10][CH3:11])=[C:6]([CH:9]=1)[C:7](=[NH:8])[O:14][CH2:12][CH3:13]. The yield is 0.510. (4) The reactants are [F:1][C:2]([F:7])([F:6])[C:3]([OH:5])=[O:4].[F:8][C:9]([F:14])([F:13])[C:10]([OH:12])=[O:11].[Cl:15][C:16]1[CH:17]=[N:18][C:19]2[NH:20][C:21]3[CH:22]=[N:23][CH:24]=[C:25]([CH:47]=3)[CH2:26][CH2:27][C:28]3[CH:36]=[C:32]([NH:33][C:34]=1[N:35]=2)[CH:31]=[CH:30][C:29]=3[NH:37][C:38](=[O:46])[CH2:39][CH:40]1[CH2:45][CH2:44][NH:43][CH2:42][CH2:41]1.[CH3:48][C:49]1[NH:53][N:52]=[C:51]([C:54](O)=[O:55])[CH:50]=1. No catalyst specified. The product is [F:1][C:2]([F:7])([F:6])[C:3]([OH:5])=[O:4].[F:8][C:9]([F:14])([F:13])[C:10]([OH:12])=[O:11].[Cl:15][C:16]1[CH:17]=[N:18][C:19]2[NH:20][C:21]3[CH:22]=[N:23][CH:24]=[C:25]([CH:47]=3)[CH2:26][CH2:27][C:28]3[CH:36]=[C:32]([NH:33][C:34]=1[N:35]=2)[CH:31]=[CH:30][C:29]=3[NH:37][C:38](=[O:46])[CH2:39][CH:40]1[CH2:45][CH2:44][N:43]([C:54]([C:51]2[CH:50]=[C:49]([CH3:48])[NH:53][N:52]=2)=[O:55])[CH2:42][CH2:41]1. The yield is 0.290. (5) The reactants are [F:1][C:2]1[CH:10]=[C:9]2[C:5]([CH2:6][CH2:7][C:8]2=O)=[CH:4][CH:3]=1.[CH2:12]([NH2:19])[C:13]1[CH:18]=[CH:17][CH:16]=[CH:15][CH:14]=1. The catalyst is C1(C)C=CC=CC=1.O.C1(C)C=CC(S(O)(=O)=O)=CC=1. The product is [CH2:12]([N:19]=[C:8]1[C:9]2[C:5](=[CH:4][CH:3]=[C:2]([F:1])[CH:10]=2)[CH2:6][CH2:7]1)[C:13]1[CH:18]=[CH:17][CH:16]=[CH:15][CH:14]=1. The yield is 1.00.